Regression. Given a peptide amino acid sequence and an MHC pseudo amino acid sequence, predict their binding affinity value. This is MHC class II binding data. From a dataset of Peptide-MHC class II binding affinity with 134,281 pairs from IEDB. (1) The peptide sequence is ASYFAADRILPELTE. The MHC is DRB5_0101 with pseudo-sequence DRB5_0101. The binding affinity (normalized) is 0.376. (2) The peptide sequence is DYHWLRTVRTTKESL. The MHC is HLA-DQA10102-DQB10602 with pseudo-sequence HLA-DQA10102-DQB10602. The binding affinity (normalized) is 0.323. (3) The peptide sequence is LNKIVRMYSPVSILDI. The MHC is DRB1_1501 with pseudo-sequence DRB1_1501. The binding affinity (normalized) is 0.605. (4) The peptide sequence is CCRCGARGPESRLL. The binding affinity (normalized) is 0. The MHC is DRB1_1501 with pseudo-sequence DRB1_1501. (5) The peptide sequence is ASEGAVDIINRWQVV. The MHC is DRB1_0401 with pseudo-sequence DRB1_0401. The binding affinity (normalized) is 0.213. (6) The binding affinity (normalized) is 0.363. The MHC is DRB3_0101 with pseudo-sequence DRB3_0101. The peptide sequence is LLKEFTVSGNILTIRLTAA. (7) The peptide sequence is SQDLELSWNLNNLQAY. The MHC is DRB1_0802 with pseudo-sequence DRB1_0802. The binding affinity (normalized) is 0.144.